This data is from Full USPTO retrosynthesis dataset with 1.9M reactions from patents (1976-2016). The task is: Predict the reactants needed to synthesize the given product. (1) Given the product [Cl:12][C:13]1[C:9]([CH:10]=[O:11])=[N:7][CH:6]=[CH:17][CH:18]=1, predict the reactants needed to synthesize it. The reactants are: C([Li])CCC.[CH3:6][N:7]([CH2:9][CH2:10][OH:11])C.[Cl:12][C:13]1C=NC=[CH:17][CH:18]=1.CN(C=O)C.[Cl-].[NH4+]. (2) Given the product [Br:56][CH2:57][CH2:58][CH2:59][O:12][C:9]1[CH:10]=[CH:11][C:6](/[CH:5]=[CH:4]/[C:3]([O:2][CH3:1])=[O:13])=[CH:7][CH:8]=1, predict the reactants needed to synthesize it. The reactants are: [CH3:1][O:2][C:3](=[O:13])[CH:4]=[CH:5][C:6]1[CH:11]=[CH:10][C:9]([OH:12])=[CH:8][CH:7]=1.NC1C=C(C=C(N)C=1)C(OCCCCCCOC(=O)/C=C/C1C=CC(OC(=O)C2C=CC(OCCOC)=CC=2)=CC=1)=O.[Br:56][CH:57](O)[CH2:58][CH3:59].C1(P(C2C=CC=CC=2)C2C=CC=CC=2)C=CC=CC=1.CC(OC(/N=N/C(OC(C)C)=O)=O)C. (3) Given the product [CH3:10][N:9]([CH3:11])[C:5]1[N:4]=[C:3]([C:1]2[S:15][C:14]3[CH:16]=[CH:17][CH:18]=[CH:19][C:13]=3[C:12](=[O:20])[N:2]=2)[CH:8]=[N:7][CH:6]=1, predict the reactants needed to synthesize it. The reactants are: [C:1]([C:3]1[CH:8]=[N:7][CH:6]=[C:5]([N:9]([CH3:11])[CH3:10])[N:4]=1)#[N:2].[C:12](OC)(=[O:20])[C:13]1[C:14](=[CH:16][CH:17]=[CH:18][CH:19]=1)[SH:15].C(N(CC)CC)C. (4) Given the product [C@:28]12([CH2:32][O:33][C:34]3[CH:39]=[C:38]([C:2]4[C:10]5[C:9]([NH2:11])=[N:8][CH:7]=[N:6][C:5]=5[N:4]([CH:12]5[CH2:15][CH:14]([CH2:16][N:17]6[CH2:22][CH2:21][S:20](=[O:23])[CH2:19][CH2:18]6)[CH2:13]5)[CH:3]=4)[CH:37]=[CH:36][CH:35]=3)[O:31][C@H:25]([CH2:30][CH2:29]1)[CH2:26][CH2:27]2, predict the reactants needed to synthesize it. The reactants are: I[C:2]1[C:10]2[C:9]([NH2:11])=[N:8][CH:7]=[N:6][C:5]=2[N:4]([C@H:12]2[CH2:15][C@@H:14]([CH2:16][N:17]3[CH2:22][CH2:21][S:20](=[O:23])[CH2:19][CH2:18]3)[CH2:13]2)[CH:3]=1.C[C:25]12[O:31][C:28]([CH2:32][O:33][C:34]3[CH:39]=[CH:38][CH:37]=[C:36](B4OC(C)(C)C(C)(C)O4)[CH:35]=3)([CH2:29][CH2:30]1)[CH2:27][CH2:26]2.